From a dataset of Full USPTO retrosynthesis dataset with 1.9M reactions from patents (1976-2016). Predict the reactants needed to synthesize the given product. (1) Given the product [CH3:1][O:2][C:3](=[O:30])[CH2:4][C:5]1[CH:10]=[CH:9][CH:8]=[C:7]([O:11][CH2:12][CH2:13][CH2:14][N:15]([CH2:16][CH:17]([C:24]2[CH:29]=[CH:28][CH:27]=[CH:26][CH:25]=2)[C:18]2[CH:19]=[CH:20][CH:21]=[CH:22][CH:23]=2)[CH2:36][C:35]2[CH:38]=[C:39]([C:41]([F:43])([F:44])[F:42])[CH:40]=[C:33]([C:32]([F:31])([F:45])[F:46])[CH:34]=2)[CH:6]=1, predict the reactants needed to synthesize it. The reactants are: [CH3:1][O:2][C:3](=[O:30])[CH2:4][C:5]1[CH:10]=[CH:9][CH:8]=[C:7]([O:11][CH2:12][CH2:13][CH2:14][NH:15][CH2:16][CH:17]([C:24]2[CH:29]=[CH:28][CH:27]=[CH:26][CH:25]=2)[C:18]2[CH:23]=[CH:22][CH:21]=[CH:20][CH:19]=2)[CH:6]=1.[F:31][C:32]([F:46])([F:45])[C:33]1[CH:34]=[C:35]([CH:38]=[C:39]([C:41]([F:44])([F:43])[F:42])[CH:40]=1)[CH2:36]Br.C(=O)([O-])[O-].[K+].[K+]. (2) Given the product [C:13]1([CH2:12][CH2:11][N:1]2[CH:5]=[CH:4][N:3]=[N:2]2)[CH:18]=[CH:17][CH:16]=[CH:15][CH:14]=1, predict the reactants needed to synthesize it. The reactants are: [NH:1]1[CH:5]=[CH:4][N:3]=[N:2]1.[I-].[Na+].[OH-].[Na+].Cl[CH2:11][CH2:12][C:13]1[CH:18]=[CH:17][CH:16]=[CH:15][CH:14]=1. (3) Given the product [OH:14][CH2:13][CH2:12][CH2:11][NH:10][C:3]1[CH:8]=[CH:7][CH:6]=[CH:5][N+:4]=1[O-:9], predict the reactants needed to synthesize it. The reactants are: Cl.Cl[C:3]1[CH:8]=[CH:7][CH:6]=[CH:5][N+:4]=1[O-:9].[NH2:10][CH2:11][CH2:12][CH2:13][OH:14].C([O-])(O)=O.[Na+]. (4) Given the product [Br-:14].[CH3:13][C:9]1[S:8][C:7]2[CH:5]([CH3:6])[O:4][C:1]([C:18]3[CH:23]=[CH:22][CH:21]=[CH:20][CH:19]=3)=[CH:2][N+:11]=2[C:10]=1[CH3:12], predict the reactants needed to synthesize it. The reactants are: [C:1]([O:4][CH:5]([C:7]1[S:8][C:9]([CH3:13])=[C:10]([CH3:12])[N:11]=1)[CH3:6])(=O)[CH3:2].[Br:14]CC([C:18]1[CH:23]=[CH:22][CH:21]=[CH:20][CH:19]=1)=O. (5) Given the product [C:19](=[O:20])([O:21][CH3:22])[O:10][C@@H:9]1[C@H:4]2[C@H:5]([O:6][C:2]([CH3:11])([CH3:1])[O:3]2)[CH:7]=[CH:8]1, predict the reactants needed to synthesize it. The reactants are: [CH3:1][C:2]1([CH3:11])[O:6][C@@H:5]2[CH:7]=[CH:8][C@H:9]([OH:10])[C@@H:4]2[O:3]1.N1C=CC=CC=1.Cl[C:19]([O:21][CH3:22])=[O:20].